This data is from Catalyst prediction with 721,799 reactions and 888 catalyst types from USPTO. The task is: Predict which catalyst facilitates the given reaction. (1) Reactant: Br[C:2]1[CH:18]=[CH:17][C:5]([O:6][C:7]2[N:11]([CH3:12])[C:10]3[CH:13]=[CH:14][CH:15]=[CH:16][C:9]=3[N:8]=2)=[CH:4][CH:3]=1.CC(C)([O-])C.[Na+].CC1(C)C2C(=C(P(C3C=CC=CC=3)C3C=CC=CC=3)C=CC=2)OC2C(P(C3C=CC=CC=3)C3C=CC=CC=3)=CC=CC1=2.[C:67](=[NH:80])([C:74]1[CH:79]=[CH:78][CH:77]=[CH:76][CH:75]=1)[C:68]1[CH:73]=[CH:72][CH:71]=[CH:70][CH:69]=1. Product: [C:74]1([C:67]([C:68]2[CH:69]=[CH:70][CH:71]=[CH:72][CH:73]=2)=[N:80][C:2]2[CH:18]=[CH:17][C:5]([O:6][C:7]3[N:11]([CH3:12])[C:10]4[CH:13]=[CH:14][CH:15]=[CH:16][C:9]=4[N:8]=3)=[CH:4][CH:3]=2)[CH:75]=[CH:76][CH:77]=[CH:78][CH:79]=1. The catalyst class is: 488. (2) Product: [CH2:16]([CH:15]1[C:17]2[C:11](=[CH:10][CH:9]=[CH:8][CH:18]=2)[C:12](=[O:13])[O:14]1)[CH2:2][CH2:3][CH3:5]. The catalyst class is: 6. Reactant: O[CH2:2][CH:3]([CH2:5]O)O.O[C:8]1[CH:18]=[CH:17][C:11]([C:12]([O:14][CH2:15][CH3:16])=[O:13])=[CH:10][CH:9]=1. (3) Reactant: [Br:1][C:2]1[CH:3]=[C:4]([CH:7]=[CH:8][C:9]=1[CH2:10]Br)[C:5]#[N:6].[CH3:12][C:13]([O-:15])=[O:14].[K+]. Product: [C:13]([O:15][CH2:10][C:9]1[CH:8]=[CH:7][C:4]([C:5]#[N:6])=[CH:3][C:2]=1[Br:1])(=[O:14])[CH3:12]. The catalyst class is: 23. (4) Reactant: [CH:1]([O:4][C:5]1[CH:19]=[CH:18][C:8]([O:9][C:10]2[CH:17]=[CH:16][C:13]([CH:14]=O)=[CH:12][CH:11]=2)=[CH:7][CH:6]=1)([CH3:3])[CH3:2].Cl.[NH2:21][OH:22].Cl. Product: [CH:1]([O:4][C:5]1[CH:19]=[CH:18][C:8]([O:9][C:10]2[CH:17]=[CH:16][C:13]([CH:14]=[N:21][OH:22])=[CH:12][CH:11]=2)=[CH:7][CH:6]=1)([CH3:3])[CH3:2]. The catalyst class is: 17. (5) Reactant: [Cl:1][C:2]1[CH:3]=[C:4]([C:9]([OH:11])=O)[CH:5]=[N:6][C:7]=1[Cl:8].C(Cl)(=O)C(Cl)=O.[CH2:18]([N:20](CC)[CH2:21]C)C. Product: [Cl:1][C:2]1[CH:3]=[C:4]([C:9]([N:20]([CH3:21])[CH3:18])=[O:11])[CH:5]=[N:6][C:7]=1[Cl:8]. The catalyst class is: 59. (6) Reactant: [Si:1]([O:8][CH2:9][CH2:10][OH:11])([C:4]([CH3:7])([CH3:6])[CH3:5])([CH3:3])[CH3:2].[C:12]([N:15]1[C:24]2[C:19](=[CH:20][C:21](Br)=[CH:22][CH:23]=2)[C@H:18]([NH:26][C:27](=[O:36])[O:28][CH2:29][C:30]2[CH:35]=[CH:34][CH:33]=[CH:32][CH:31]=2)[C@@H:17]([CH3:37])[C@@H:16]1[CH:38]1[CH2:40][CH2:39]1)(=[O:14])[CH3:13].C12(P(C34CC5CC(CC(C5)C3)C4)C3N(C4C(C5C=CC=CC=5)=NN(C5C=CC=CC=5)C=4C4C=CC=CC=4)N=CC=3)CC3CC(CC(C3)C1)C2.C([O-])([O-])=O.[Cs+].[Cs+]. Product: [C:12]([N:15]1[C:24]2[C:19](=[CH:20][C:21]([O:11][CH2:10][CH2:9][O:8][Si:1]([C:4]([CH3:6])([CH3:7])[CH3:5])([CH3:3])[CH3:2])=[CH:22][CH:23]=2)[C@H:18]([NH:26][C:27](=[O:36])[O:28][CH2:29][C:30]2[CH:35]=[CH:34][CH:33]=[CH:32][CH:31]=2)[C@@H:17]([CH3:37])[C@@H:16]1[CH:38]1[CH2:39][CH2:40]1)(=[O:14])[CH3:13]. The catalyst class is: 222.